This data is from hERG Central: cardiac toxicity at 1µM, 10µM, and general inhibition. The task is: Predict hERG channel inhibition at various concentrations. (1) The molecule is CN(C)C1=NC[C@H](Cc2ccccc2)N1CCCC1CCCCC1. Results: hERG_inhib (hERG inhibition (general)): blocker. (2) The compound is COc1ccc(C(=O)C2CCCN(Cc3ccccn3)C2)c(OC)c1. Results: hERG_inhib (hERG inhibition (general)): blocker. (3) The molecule is Cc1ccc(CS(=O)(=O)Cc2ccc(C(=O)NCCCN3CC(C)CC(C)C3)o2)cc1. Results: hERG_inhib (hERG inhibition (general)): blocker. (4) The compound is CN(Cc1ccc(-n2cccn2)cc1)Cc1cn(C)nc1-c1ccccc1F. Results: hERG_inhib (hERG inhibition (general)): blocker. (5) The compound is CN1CCC(=O)N([C@H](CSc2ccc(Br)cc2)Cc2ccccc2)CC1. Results: hERG_inhib (hERG inhibition (general)): blocker. (6) The molecule is COCCNC(=O)CSc1nc2cc(OC)c(OC)cc2c(=O)n1Cc1ccco1. Results: hERG_inhib (hERG inhibition (general)): blocker. (7) The molecule is CC(C)(C)Nc1nc(-c2ccccn2)nc2ccccc12. Results: hERG_inhib (hERG inhibition (general)): blocker. (8) The compound is CCOc1ccc(C(=O)NC(=S)Nc2ncccc2C)cc1[N+](=O)[O-]. Results: hERG_inhib (hERG inhibition (general)): blocker.